This data is from NCI-60 drug combinations with 297,098 pairs across 59 cell lines. The task is: Regression. Given two drug SMILES strings and cell line genomic features, predict the synergy score measuring deviation from expected non-interaction effect. (1) Drug 1: CCN(CC)CCNC(=O)C1=C(NC(=C1C)C=C2C3=C(C=CC(=C3)F)NC2=O)C. Drug 2: C1CCC(C(C1)[NH-])[NH-].C(=O)(C(=O)[O-])[O-].[Pt+4]. Cell line: HT29. Synergy scores: CSS=57.9, Synergy_ZIP=0.358, Synergy_Bliss=-0.113, Synergy_Loewe=3.07, Synergy_HSA=9.60. (2) Drug 1: C1CCN(CC1)CCOC2=CC=C(C=C2)C(=O)C3=C(SC4=C3C=CC(=C4)O)C5=CC=C(C=C5)O. Drug 2: CC(C)NC(=O)C1=CC=C(C=C1)CNNC.Cl. Cell line: KM12. Synergy scores: CSS=-8.14, Synergy_ZIP=3.63, Synergy_Bliss=1.65, Synergy_Loewe=-3.62, Synergy_HSA=-4.40. (3) Drug 1: C1=CC(=CC=C1CCCC(=O)O)N(CCCl)CCCl. Drug 2: CCC1(C2=C(COC1=O)C(=O)N3CC4=CC5=C(C=CC(=C5CN(C)C)O)N=C4C3=C2)O.Cl. Cell line: SK-MEL-28. Synergy scores: CSS=11.0, Synergy_ZIP=-4.21, Synergy_Bliss=-5.28, Synergy_Loewe=-6.45, Synergy_HSA=-6.26. (4) Drug 1: C1CCC(CC1)NC(=O)N(CCCl)N=O. Drug 2: CCN(CC)CCNC(=O)C1=C(NC(=C1C)C=C2C3=C(C=CC(=C3)F)NC2=O)C. Cell line: SNB-75. Synergy scores: CSS=16.5, Synergy_ZIP=-4.87, Synergy_Bliss=-0.0897, Synergy_Loewe=-3.96, Synergy_HSA=-4.09. (5) Drug 1: CCC(=C(C1=CC=CC=C1)C2=CC=C(C=C2)OCCN(C)C)C3=CC=CC=C3.C(C(=O)O)C(CC(=O)O)(C(=O)O)O. Drug 2: C(CC(=O)O)C(=O)CN.Cl. Cell line: M14. Synergy scores: CSS=5.91, Synergy_ZIP=-2.50, Synergy_Bliss=-1.49, Synergy_Loewe=-2.18, Synergy_HSA=-2.30. (6) Drug 1: CC1OCC2C(O1)C(C(C(O2)OC3C4COC(=O)C4C(C5=CC6=C(C=C35)OCO6)C7=CC(=C(C(=C7)OC)O)OC)O)O. Drug 2: CCC1=C2CN3C(=CC4=C(C3=O)COC(=O)C4(CC)O)C2=NC5=C1C=C(C=C5)O. Cell line: COLO 205. Synergy scores: CSS=57.7, Synergy_ZIP=-5.10, Synergy_Bliss=-7.02, Synergy_Loewe=-3.37, Synergy_HSA=-2.06. (7) Drug 1: CC1=C2C(C(=O)C3(C(CC4C(C3C(C(C2(C)C)(CC1OC(=O)C(C(C5=CC=CC=C5)NC(=O)OC(C)(C)C)O)O)OC(=O)C6=CC=CC=C6)(CO4)OC(=O)C)OC)C)OC. Drug 2: CCN(CC)CCCC(C)NC1=C2C=C(C=CC2=NC3=C1C=CC(=C3)Cl)OC. Cell line: CAKI-1. Synergy scores: CSS=41.7, Synergy_ZIP=-1.42, Synergy_Bliss=0.758, Synergy_Loewe=-8.18, Synergy_HSA=4.44. (8) Drug 2: C(CCl)NC(=O)N(CCCl)N=O. Synergy scores: CSS=38.8, Synergy_ZIP=8.85, Synergy_Bliss=13.8, Synergy_Loewe=-6.56, Synergy_HSA=3.27. Drug 1: CCC(=C(C1=CC=CC=C1)C2=CC=C(C=C2)OCCN(C)C)C3=CC=CC=C3.C(C(=O)O)C(CC(=O)O)(C(=O)O)O. Cell line: HCC-2998. (9) Drug 1: CCC1(CC2CC(C3=C(CCN(C2)C1)C4=CC=CC=C4N3)(C5=C(C=C6C(=C5)C78CCN9C7C(C=CC9)(C(C(C8N6C)(C(=O)OC)O)OC(=O)C)CC)OC)C(=O)OC)O.OS(=O)(=O)O. Drug 2: C1=NNC2=C1C(=O)NC=N2. Cell line: CCRF-CEM. Synergy scores: CSS=14.5, Synergy_ZIP=1.38, Synergy_Bliss=4.19, Synergy_Loewe=3.75, Synergy_HSA=3.63. (10) Drug 1: CCN(CC)CCCC(C)NC1=C2C=C(C=CC2=NC3=C1C=CC(=C3)Cl)OC. Drug 2: C1C(C(OC1N2C=NC(=NC2=O)N)CO)O. Cell line: DU-145. Synergy scores: CSS=39.3, Synergy_ZIP=0.102, Synergy_Bliss=1.96, Synergy_Loewe=-28.7, Synergy_HSA=-2.42.